From a dataset of Forward reaction prediction with 1.9M reactions from USPTO patents (1976-2016). Predict the product of the given reaction. (1) Given the reactants [C:1]([C:5]1[N:9]=[C:8]([CH2:10]O)[S:7][N:6]=1)([CH3:4])([CH3:3])[CH3:2].S(Cl)([Cl:14])=O, predict the reaction product. The product is: [ClH:14].[C:1]([C:5]1[N:9]=[C:8]([CH2:10][Cl:14])[S:7][N:6]=1)([CH3:4])([CH3:3])[CH3:2]. (2) Given the reactants [F:1][C:2]([F:33])([F:32])[C:3]1[CH:8]=[CH:7][C:6]([C:9]2[C:13]3[CH:14]=[CH:15][C:16]([O:18][C:19]4[CH:20]=[C:21]([CH:29]=[CH:30][CH:31]=4)[O:22][CH:23]([CH2:27][CH3:28])[C:24]([OH:26])=[O:25])=[CH:17][C:12]=3[O:11][N:10]=2)=[CH:5][CH:4]=1.[B-](F)(F)(F)[F:35].[B-](F)(F)(F)F.C1[N+]2(CCl)CC[N+](F)(CC2)C1, predict the reaction product. The product is: [F:35][C:20]1[C:19]([O:18][C:16]2[CH:15]=[CH:14][C:13]3[C:9]([C:6]4[CH:5]=[CH:4][C:3]([C:2]([F:1])([F:32])[F:33])=[CH:8][CH:7]=4)=[N:10][O:11][C:12]=3[CH:17]=2)=[CH:31][CH:30]=[CH:29][C:21]=1[O:22][CH:23]([CH2:27][CH3:28])[C:24]([OH:26])=[O:25]. (3) Given the reactants C(OC(=O)[NH:7][C@H:8]([CH3:13])[CH2:9][CH2:10][C:11]#[N:12])(C)(C)C.[C:15]([OH:21])([C:17]([F:20])([F:19])[F:18])=[O:16], predict the reaction product. The product is: [F:18][C:17]([F:20])([F:19])[C:15]([OH:21])=[O:16].[NH2:7][C@H:8]([CH3:13])[CH2:9][CH2:10][C:11]#[N:12]. (4) Given the reactants [CH:1]1([C:4]([C:6]2[CH:7]=[N:8][C:9]3[C:14]([C:15]=2[NH:16][C@H:17]2[CH2:22][CH2:21][C@H:20]([NH:23]C(=O)OC(C)(C)C)[CH2:19][CH2:18]2)=[CH:13][C:12]([C:31]2[CH:36]=[C:35]([F:37])[C:34]([OH:38])=[C:33]([F:39])[CH:32]=2)=[CH:11][CH:10]=3)=[O:5])[CH2:3][CH2:2]1.C(O)(C(F)(F)F)=O, predict the reaction product. The product is: [NH2:23][C@H:20]1[CH2:21][CH2:22][C@H:17]([NH:16][C:15]2[C:14]3[C:9](=[CH:10][CH:11]=[C:12]([C:31]4[CH:32]=[C:33]([F:39])[C:34]([OH:38])=[C:35]([F:37])[CH:36]=4)[CH:13]=3)[N:8]=[CH:7][C:6]=2[C:4]([CH:1]2[CH2:2][CH2:3]2)=[O:5])[CH2:18][CH2:19]1.